Dataset: Reaction yield outcomes from USPTO patents with 853,638 reactions. Task: Predict the reaction yield, written as a fraction of the theoretical maximum amount of product (1.0 means a 100% yield; for example, 0.34 means a 34% yield). (1) The reactants are [CH2:1]([NH:8][N:9]=[CH:10][C:11](=[O:13])[CH3:12])[C:2]1[CH:7]=[CH:6][CH:5]=[CH:4][CH:3]=1.[C:14]([C:18]1[CH:23]=[CH:22][C:21]([C:24](=O)[CH:25]=[O:26])=[CH:20][CH:19]=1)([CH3:17])([CH3:16])[CH3:15]. The catalyst is C(O)(=O)C. The product is [C:14]([C:18]1[CH:23]=[CH:22][C:21]([C:24]2[N:8]([CH2:1][C:2]3[CH:3]=[CH:4][CH:5]=[CH:6][CH:7]=3)[N:9]=[C:10]([C:11](=[O:13])[CH3:12])[C:25]=2[OH:26])=[CH:20][CH:19]=1)([CH3:17])([CH3:16])[CH3:15]. The yield is 0.110. (2) The reactants are [F:1][C:2]([F:15])([F:14])[S:3]([O:6]S(C(F)(F)F)(=O)=O)(=[O:5])=[O:4].[Cl:16][C:17]1[C:18](O)=[C:19]([CH:23]=[CH:24][CH:25]=1)[C:20]([NH2:22])=O.C(N(CC)CC)C. The catalyst is C(Cl)Cl. The product is [F:1][C:2]([F:15])([F:14])[S:3]([O:6][C:18]1[C:19]([C:20]#[N:22])=[CH:23][CH:24]=[CH:25][C:17]=1[Cl:16])(=[O:5])=[O:4]. The yield is 0.661. (3) The reactants are [C:1]([C:5]1[CH:10]=[CH:9][C:8]([CH2:11][C:12]([NH:14][C@@H:15]([C:28]2[N:29]=[N:30][N:31]([CH2:33][CH2:34]O)[CH:32]=2)[C:16]2[CH:21]=[CH:20][C:19]([O:22][CH2:23][C:24]([F:27])([F:26])[F:25])=[CH:18][N:17]=2)=[O:13])=[CH:7][CH:6]=1)([CH3:4])([CH3:3])[CH3:2].C(N(C(C)C)CC)(C)C.[F:45]C(F)(S(F)(=O)=O)C(F)(F)C(F)(F)C(F)(F)F. The catalyst is CC#N.O. The product is [C:1]([C:5]1[CH:10]=[CH:9][C:8]([CH2:11][C:12]([NH:14][C@@H:15]([C:28]2[N:29]=[N:30][N:31]([CH2:33][CH2:34][F:45])[CH:32]=2)[C:16]2[CH:21]=[CH:20][C:19]([O:22][CH2:23][C:24]([F:26])([F:25])[F:27])=[CH:18][N:17]=2)=[O:13])=[CH:7][CH:6]=1)([CH3:2])([CH3:4])[CH3:3]. The yield is 0.530. (4) The reactants are [Br:1][C:2]1[N:6]=[CH:5][NH:4][N:3]=1.C([O-])([O-])=O.[Cs+].[Cs+].CS(C)=O.I[C:18]1[CH:23]=[CH:22][C:21]([O:24][C:25]([F:28])([F:27])[F:26])=[CH:20][CH:19]=1. The catalyst is CCOC(C)=O.[Cu]I. The product is [Br:1][C:2]1[N:6]=[CH:5][N:4]([C:18]2[CH:19]=[CH:20][C:21]([O:24][C:25]([F:26])([F:27])[F:28])=[CH:22][CH:23]=2)[N:3]=1. The yield is 0.730. (5) The reactants are [Br:1][C:2]1[CH:3]=[CH:4][C:5](O)=[C:6]([C:8]2([CH2:23][OH:24])[C:16]3[C:11](=[CH:12][CH:13]=[CH:14][CH:15]=3)[N:10]([CH2:17][CH2:18][CH2:19][CH2:20][CH3:21])[C:9]2=[O:22])[CH:7]=1.C1(CCN2C3C(=CC=CC=3)C(C3C(O)=CC4OCOC=4C=3)(CO)C2=O)CC1. No catalyst specified. The product is [Br:1][C:2]1[CH:3]=[CH:4][C:5]2[O:24][CH2:23][C:8]3([C:16]4[C:11](=[CH:12][CH:13]=[CH:14][CH:15]=4)[N:10]([CH2:17][CH2:18][CH2:19][CH2:20][CH3:21])[C:9]3=[O:22])[C:6]=2[CH:7]=1. The yield is 0.0400.